This data is from Reaction yield outcomes from USPTO patents with 853,638 reactions. The task is: Predict the reaction yield, written as a fraction of the theoretical maximum amount of product (1.0 means a 100% yield; for example, 0.34 means a 34% yield). The reactants are [C:1]([C:4]1[C:5](=[O:18])[NH:6][C:7](=[O:17])[N:8]([CH2:10][C:11]2[CH:16]=[CH:15][CH:14]=[CH:13][CH:12]=2)[CH:9]=1)(=[O:3])[CH3:2].[F:19][C:20]1[CH:27]=[CH:26][C:23]([CH2:24]Br)=[CH:22][CH:21]=1.C(=O)([O-])[O-].[K+].[K+]. The catalyst is CN(C=O)C. The product is [F:19][C:20]1[CH:27]=[CH:26][C:23]([CH2:24][N:6]2[C:5](=[O:18])[C:4]([C:1](=[O:3])[CH3:2])=[CH:9][N:8]([CH2:10][C:11]3[CH:16]=[CH:15][CH:14]=[CH:13][CH:12]=3)[C:7]2=[O:17])=[CH:22][CH:21]=1. The yield is 0.937.